This data is from Reaction yield outcomes from USPTO patents with 853,638 reactions. The task is: Predict the reaction yield, written as a fraction of the theoretical maximum amount of product (1.0 means a 100% yield; for example, 0.34 means a 34% yield). (1) The reactants are Br[CH2:2][CH2:3][CH2:4][O:5][C:6]1[CH:7]=[CH:8][C:9]2[S:13][CH:12]=[N:11][C:10]=2[CH:14]=1.[Na+].[I-].Cl.[Cl:18][C:19]1[C:24]([Cl:25])=[CH:23][CH:22]=[CH:21][C:20]=1[N:26]1[CH2:31][CH2:30][NH:29][CH2:28][CH2:27]1.C([O-])([O-])=O.[K+].[K+]. The catalyst is CC#N. The product is [Cl:18][C:19]1[C:24]([Cl:25])=[CH:23][CH:22]=[CH:21][C:20]=1[N:26]1[CH2:31][CH2:30][N:29]([CH2:2][CH2:3][CH2:4][O:5][C:6]2[CH:7]=[CH:8][C:9]3[S:13][CH:12]=[N:11][C:10]=3[CH:14]=2)[CH2:28][CH2:27]1. The yield is 0.620. (2) The reactants are [Br:1][C:2]1[CH:3]=[C:4]([CH:7]=[C:8]([O:10][C:11]([F:14])([F:13])[F:12])[CH:9]=1)[CH:5]=[O:6].[CH2:15](O)[CH2:16][OH:17]. The catalyst is C1(C)C=CC=CC=1.C1(C)C=CC(S(O)(=O)=O)=CC=1. The product is [Br:1][C:2]1[CH:3]=[C:4]([CH:5]2[O:17][CH2:16][CH2:15][O:6]2)[CH:7]=[C:8]([O:10][C:11]([F:12])([F:13])[F:14])[CH:9]=1. The yield is 0.540. (3) The reactants are [CH2:1]([O:3][C:4](=[O:27])[CH2:5][O:6][C:7]1[CH:16]=[CH:15][C:14]2[C:9](=[CH:10][CH:11]=[C:12]([C:17]3[S:21][C:20]4[CH:22]=[CH:23][CH:24]=[CH:25][C:19]=4[CH:18]=3)[CH:13]=2)[C:8]=1[Br:26])[CH3:2].[C:28]1([CH2:34][C:35](Cl)=[O:36])[CH:33]=[CH:32][CH:31]=[CH:30][CH:29]=1.[Sn](Cl)(Cl)(Cl)Cl. The catalyst is C(Cl)(Cl)Cl. The product is [CH2:1]([O:3][C:4](=[O:27])[CH2:5][O:6][C:7]1[CH:16]=[CH:15][C:14]2[C:9](=[CH:10][CH:11]=[C:12]([C:17]3[S:21][C:20]4[CH:22]=[CH:23][CH:24]=[CH:25][C:19]=4[C:18]=3[C:35](=[O:36])[CH2:34][C:28]3[CH:33]=[CH:32][CH:31]=[CH:30][CH:29]=3)[CH:13]=2)[C:8]=1[Br:26])[CH3:2]. The yield is 0.0889. (4) The reactants are [Cl:1][C:2]1[CH:7]=[CH:6][C:5]([CH:8]2[CH2:12][CH2:11][C:10]([O:13][Si](C)(C)C)=[CH:9]2)=[CH:4][N:3]=1.Cl. The catalyst is C1COCC1.CCOC(C)=O.C([O-])(O)=O.[Na+]. The product is [Cl:1][C:2]1[N:3]=[CH:4][C:5]([CH:8]2[CH2:12][CH2:11][C:10](=[O:13])[CH2:9]2)=[CH:6][CH:7]=1. The yield is 0.370. (5) The reactants are [Cl:1][C:2]1[C:7]2[O:8][C:9]3[C:18]([CH3:19])=[CH:17][C:16]([C:20]([OH:22])=[O:21])=[CH:15][C:10]=3[S:11](=[O:14])(=[O:13])[CH2:12][C:6]=2[CH:5]=[C:4]([N+:23]([O-])=O)[CH:3]=1. The catalyst is CN(C=O)C.[Ni]. The product is [NH2:23][C:4]1[CH:3]=[C:2]([Cl:1])[C:7]2[O:8][C:9]3[C:18]([CH3:19])=[CH:17][C:16]([C:20]([OH:22])=[O:21])=[CH:15][C:10]=3[S:11](=[O:13])(=[O:14])[CH2:12][C:6]=2[CH:5]=1. The yield is 0.760. (6) The reactants are [O:1]=[C:2]1[C@@H:8]([NH:9][C:10](=[O:13])[O:11][CH3:12])[CH2:7][CH2:6][C:5](=[O:14])[N:4]2[CH2:15][CH2:16][CH2:17][C@@H:18]([C:19]3[NH:20][C:21]([C:24]4[CH:29]=[CH:28][C:27](B5OC(C)(C)C(C)(C)O5)=[CH:26][CH:25]=4)=[CH:22][N:23]=3)[N:3]12.[Br:39][C:40]1[CH:41]=[C:42]2[C:47](=[CH:48][CH:49]=1)[N:46]=[C:45](Cl)[CH:44]=[N:43]2.C([O-])([O-])=O.[Cs+].[Cs+].O1CCOCC1. The catalyst is CCOC(C)=O.C1C=CC([P]([Pd]([P](C2C=CC=CC=2)(C2C=CC=CC=2)C2C=CC=CC=2)([P](C2C=CC=CC=2)(C2C=CC=CC=2)C2C=CC=CC=2)[P](C2C=CC=CC=2)(C2C=CC=CC=2)C2C=CC=CC=2)(C2C=CC=CC=2)C2C=CC=CC=2)=CC=1.O. The product is [Br:39][C:40]1[CH:41]=[C:42]2[C:47](=[CH:48][CH:49]=1)[N:46]=[C:45]([C:27]1[CH:26]=[CH:25][C:24]([C:21]3[NH:20][C:19]([C@H:18]4[N:3]5[C:2](=[O:1])[C@@H:8]([NH:9][C:10](=[O:13])[O:11][CH3:12])[CH2:7][CH2:6][C:5](=[O:14])[N:4]5[CH2:15][CH2:16][CH2:17]4)=[N:23][CH:22]=3)=[CH:29][CH:28]=1)[CH:44]=[N:43]2. The yield is 0.866. (7) The catalyst is C1COCC1. The yield is 0.860. The product is [CH3:9][NH:11][C@@H:12]([C:14]1[CH:23]=[CH:22][C:21]2[C:16](=[CH:17][CH:18]=[CH:19][CH:20]=2)[CH:15]=1)[CH3:13]. The reactants are [H-].[Al+3].[Li+].[H-].[H-].[H-].CO[C:9]([NH:11][C@@H:12]([C:14]1[CH:23]=[CH:22][C:21]2[C:16](=[CH:17][CH:18]=[CH:19][CH:20]=2)[CH:15]=1)[CH3:13])=O.